The task is: Predict the reaction yield, written as a fraction of the theoretical maximum amount of product (1.0 means a 100% yield; for example, 0.34 means a 34% yield).. This data is from Reaction yield outcomes from USPTO patents with 853,638 reactions. (1) The reactants are [O:1]=[C:2]1[NH:7][C:6](=[O:8])[C:5]([C:9]#[N:10])=[CH:4][N:3]1[CH2:11][CH2:12][CH:13]=O.[F:15][C:16]([F:30])([F:29])[C:17]1[CH:22]=[CH:21][C:20]([C@:23]23[CH2:28][C@H:27]2[CH2:26][NH:25][CH2:24]3)=[CH:19][CH:18]=1.CC(O)=O.[BH-](OC(C)=O)(OC(C)=O)OC(C)=O.[Na+].[Cl:49]C(Cl)C. No catalyst specified. The product is [ClH:49].[O:1]=[C:2]1[NH:7][C:6](=[O:8])[C:5]([C:9]#[N:10])=[CH:4][N:3]1[CH2:11][CH2:12][CH2:13][N:25]1[CH2:26][C@H:27]2[C@:23]([C:20]3[CH:19]=[CH:18][C:17]([C:16]([F:15])([F:30])[F:29])=[CH:22][CH:21]=3)([CH2:28]2)[CH2:24]1. The yield is 0.380. (2) The reactants are [C:12]([O:11][C:9](O[C:9]([O:11][C:12]([CH3:15])([CH3:14])[CH3:13])=[O:10])=[O:10])([CH3:15])([CH3:14])[CH3:13].[NH2:16][CH:17]1[CH2:22][CH2:21][CH:20]([NH2:23])[CH2:19][CH2:18]1.O. The catalyst is O1CCCC1.C(OC)(C)(C)C. The product is [C:12]([O:11][C:9](=[O:10])[NH:16][CH:17]1[CH2:22][CH2:21][CH:20]([NH2:23])[CH2:19][CH2:18]1)([CH3:13])([CH3:14])[CH3:15]. The yield is 0.690. (3) The product is [OH:8][C:9]1[CH:14]=[C:13]([CH2:15][CH2:16][OH:17])[CH:12]=[CH:11][C:10]=1[C:18]1[N:22]([C:23]2[CH:24]=[C:25]3[C:29](=[CH:30][CH:31]=2)[N:28]([CH3:32])[CH:27]=[CH:26]3)[C:21](=[O:33])[NH:20][N:19]=1. The catalyst is CCOC(C)=O.[Pd]. The yield is 0.830. The reactants are C([O:8][C:9]1[CH:14]=[C:13]([CH2:15][CH2:16][OH:17])[CH:12]=[CH:11][C:10]=1[C:18]1[N:22]([C:23]2[CH:24]=[C:25]3[C:29](=[CH:30][CH:31]=2)[N:28]([CH3:32])[CH:27]=[CH:26]3)[C:21](=[O:33])[NH:20][N:19]=1)C1C=CC=CC=1. (4) The reactants are Cl.[NH:2]1[CH:6]=[C:5]([CH2:7][C:8]([OH:10])=[O:9])[N:4]=[CH:3]1.N=C=N.C(Cl)CCl. The catalyst is C1N(CCS(O)(=O)=O)CCOC1. The product is [CH:6]1[NH:2][CH:3]=[N:4][C:5]=1[CH2:7][C:8]([OH:10])=[O:9]. The yield is 0.0200.